This data is from Forward reaction prediction with 1.9M reactions from USPTO patents (1976-2016). The task is: Predict the product of the given reaction. (1) Given the reactants [Cl:1][C:2]1[C:3]([NH:10][C:11]2[CH:16]=[CH:15][C:14]([Cl:17])=[CH:13][CH:12]=2)=[N:4][CH:5]=[C:6]([CH:9]=1)[C:7]#[N:8].C[O-].[Na+].[NH4+:21].[Cl-], predict the reaction product. The product is: [Cl:1][C:2]1[C:3]([NH:10][C:11]2[CH:16]=[CH:15][C:14]([Cl:17])=[CH:13][CH:12]=2)=[N:4][CH:5]=[C:6]([CH:9]=1)[C:7]([NH2:21])=[NH:8]. (2) The product is: [CH3:12][C:8]1[CH:9]=[C:10]([CH3:11])[C:2]2[S:1][C:13]([C:15]3[CH:20]=[CH:19][CH:18]=[CH:17][N:16]=3)=[N:14][C:4](=[O:6])[C:3]=2[CH:7]=1. Given the reactants [SH:1][C:2]1[C:10]([CH3:11])=[CH:9][C:8]([CH3:12])=[CH:7][C:3]=1[C:4]([OH:6])=O.[C:13]([C:15]1[CH:20]=[CH:19][CH:18]=[CH:17][N:16]=1)#[N:14], predict the reaction product. (3) Given the reactants [CH3:1][O:2][C:3](=[O:13])[CH2:4][C:5]1[S:6][CH:7]=[C:8]([CH2:10]OC)[CH:9]=1.B(Cl)(Cl)[Cl:15].O, predict the reaction product. The product is: [CH3:1][O:2][C:3](=[O:13])[CH2:4][C:5]1[S:6][CH:7]=[C:8]([CH2:10][Cl:15])[CH:9]=1. (4) Given the reactants O[C:2]1[N:3]=[C:4]2[CH:20]([CH3:21])[CH2:19][CH2:18][CH2:17][N:5]2[C:6](=[O:16])[C:7]=1[NH:8][C:9](=[O:15])[CH2:10][C:11]([CH3:14])([CH3:13])[CH3:12].P(Cl)(Cl)([Cl:24])=O.P([O-])(O)(O)=O.[Na+], predict the reaction product. The product is: [Cl:24][C:2]1[N:3]=[C:4]2[CH:20]([CH3:21])[CH2:19][CH2:18][CH2:17][N:5]2[C:6](=[O:16])[C:7]=1[NH:8][C:9](=[O:15])[CH2:10][C:11]([CH3:14])([CH3:13])[CH3:12]. (5) Given the reactants [C:1]([O:5][C:6]([NH:8][CH2:9][CH2:10][O:11][C:12]1[CH:13]=[C:14]([CH:17]=[CH:18][C:19]=1[CH2:20][OH:21])[C:15]#[N:16])=[O:7])([CH3:4])([CH3:3])[CH3:2], predict the reaction product. The product is: [C:1]([O:5][C:6]([NH:8][CH2:9][CH2:10][O:11][C:12]1[CH:13]=[C:14]([CH:17]=[CH:18][C:19]=1[CH:20]=[O:21])[C:15]#[N:16])=[O:7])([CH3:4])([CH3:2])[CH3:3].